Dataset: Full USPTO retrosynthesis dataset with 1.9M reactions from patents (1976-2016). Task: Predict the reactants needed to synthesize the given product. (1) Given the product [F:1][C:2]1[CH:24]=[C:23]([F:25])[CH:22]=[CH:21][C:3]=1[CH2:4][N:5]1[C:9]2=[CH:10][N:11]=[C:12]([C:14]([NH:29][O:28][CH3:27])=[O:16])[CH:13]=[C:8]2[C:7]([CH2:17][N:18]([CH3:19])[CH3:20])=[CH:6]1, predict the reactants needed to synthesize it. The reactants are: [F:1][C:2]1[CH:24]=[C:23]([F:25])[CH:22]=[CH:21][C:3]=1[CH2:4][N:5]1[C:9]2=[CH:10][N:11]=[C:12]([C:14]([OH:16])=O)[CH:13]=[C:8]2[C:7]([CH2:17][N:18]([CH3:20])[CH3:19])=[CH:6]1.Cl.[CH3:27][O:28][NH2:29]. (2) Given the product [C:22]([O:21][C:19](=[O:20])[N:18]([CH:16]([C:13]1[CH:14]=[CH:15][C:10]([C:30]2[CH:35]=[CH:34][CH:33]=[CH:32][CH:31]=2)=[CH:11][CH:12]=1)[CH3:17])[CH2:26][C:27]([N:70]1[CH2:71][CH2:72][N:67]([C:65](=[O:66])[C:63]2[CH:64]=[C:59]([F:58])[CH:60]=[CH:61][C:62]=2[C:73]([F:76])([F:74])[F:75])[CH2:68][CH2:69]1)=[O:28])([CH3:23])([CH3:24])[CH3:25], predict the reactants needed to synthesize it. The reactants are: CCN(C(C)C)C(C)C.[C:10]1([C:30]2[CH:35]=[CH:34][CH:33]=[CH:32][CH:31]=2)[CH:15]=[CH:14][C:13]([CH:16]([N:18]([CH2:26][C:27](O)=[O:28])[C:19]([O:21][C:22]([CH3:25])([CH3:24])[CH3:23])=[O:20])[CH3:17])=[CH:12][CH:11]=1.C1C=CC2N(O)N=NC=2C=1.CCN=C=NCCCN(C)C.Cl.[F:58][C:59]1[CH:60]=[CH:61][C:62]([C:73]([F:76])([F:75])[F:74])=[C:63]([C:65]([N:67]2[CH2:72][CH2:71][NH:70][CH2:69][CH2:68]2)=[O:66])[CH:64]=1. (3) The reactants are: Cl[CH2:2][C:3]([N:5]1[C:14]2[C:9](=[CH:10][CH:11]=[CH:12][CH:13]=2)[CH2:8][CH2:7][CH2:6]1)=[O:4].[C:15]1([C:21]2[N:22]=[C:23]([SH:32])[O:24][C:25]=2[C:26]2[CH:31]=[CH:30][CH:29]=[CH:28][CH:27]=2)[CH:20]=[CH:19][CH:18]=[CH:17][CH:16]=1. Given the product [N:5]1([C:3](=[O:4])[CH2:2][S:32][C:23]2[O:24][C:25]([C:26]3[CH:27]=[CH:28][CH:29]=[CH:30][CH:31]=3)=[C:21]([C:15]3[CH:20]=[CH:19][CH:18]=[CH:17][CH:16]=3)[N:22]=2)[C:14]2[C:9](=[CH:10][CH:11]=[CH:12][CH:13]=2)[CH2:8][CH2:7][CH2:6]1, predict the reactants needed to synthesize it.